The task is: Regression/Classification. Given a drug SMILES string, predict its absorption, distribution, metabolism, or excretion properties. Task type varies by dataset: regression for continuous measurements (e.g., permeability, clearance, half-life) or binary classification for categorical outcomes (e.g., BBB penetration, CYP inhibition). Dataset: cyp2c19_veith.. This data is from CYP2C19 inhibition data for predicting drug metabolism from PubChem BioAssay. (1) The molecule is CCOC(=O)N/N=C1/C[C@@H](O)[C@@H](O)[C@@H]2[C@@H]3C(=O)N(C4CCCCC4)C(=O)[C@H]3CC[C@@H]12. The result is 0 (non-inhibitor). (2) The compound is O=C(C1CCCCN1S(=O)(=O)c1ccccc1)N1CCCCC1. The result is 1 (inhibitor). (3) The result is 0 (non-inhibitor). The compound is Cn1cccc1C(=O)N1CCC2(CC1)CCN(c1ccccc1)CC2. (4) The compound is CC(=O)c1cc2ccccc2oc1=O. The result is 0 (non-inhibitor). (5) The molecule is C[C@]12CC[C@H]3c4ccc(O)cc4CC[C@@H]3[C@H]1C/C(=N/O)[C@H]2O. The result is 0 (non-inhibitor).